This data is from Forward reaction prediction with 1.9M reactions from USPTO patents (1976-2016). The task is: Predict the product of the given reaction. Given the reactants [CH3:1][NH:2][C:3]([C:5]1[CH:10]=[C:9]([O:11][C:12]2[CH:13]=[CH:14][C:15]3[O:19][C@@H:18]4[C@@H:20]([C:21]([O:23]CC)=[O:22])[C@@H:17]4[C:16]=3[CH:26]=2)[CH:8]=[CH:7][N:6]=1)=[O:4].[OH-].[Na+], predict the reaction product. The product is: [CH3:1][NH:2][C:3]([C:5]1[CH:10]=[C:9]([O:11][C:12]2[CH:13]=[CH:14][C:15]3[O:19][C@@H:18]4[C@@H:20]([C:21]([OH:23])=[O:22])[C@@H:17]4[C:16]=3[CH:26]=2)[CH:8]=[CH:7][N:6]=1)=[O:4].